From a dataset of Full USPTO retrosynthesis dataset with 1.9M reactions from patents (1976-2016). Predict the reactants needed to synthesize the given product. (1) Given the product [Si:28]([O:27][CH2:26][CH2:25][CH2:24][CH:1]([C:3]1[O:8][C:7](=[O:9])[C:6]([C:10](=[O:13])[CH2:11][CH3:12])=[C:5]([OH:14])[CH:4]=1)[CH3:2])([C:31]([CH3:34])([CH3:33])[CH3:32])([CH3:30])[CH3:29], predict the reactants needed to synthesize it. The reactants are: [CH2:1]([C:3]1[O:8][C:7](=[O:9])[C:6]([C:10](=[O:13])[CH2:11][CH3:12])=[C:5]([OH:14])[CH:4]=1)[CH3:2].[Li+].CC([N-]C(C)C)C.Br[CH2:24][CH2:25][CH2:26][O:27][Si:28]([C:31]([CH3:34])([CH3:33])[CH3:32])([CH3:30])[CH3:29].CN(P(N(C)C)(N(C)C)=O)C. (2) Given the product [C:20]([O:19][C:17]([N:4]1[C:5]2[C:10](=[CH:9][C:8]([N+:11]([O-:13])=[O:12])=[CH:7][CH:6]=2)[C:2]([CH3:1])=[N:3]1)=[O:18])([CH3:23])([CH3:22])[CH3:21], predict the reactants needed to synthesize it. The reactants are: [CH3:1][C:2]1[C:10]2[C:5](=[CH:6][CH:7]=[C:8]([N+:11]([O-:13])=[O:12])[CH:9]=2)[NH:4][N:3]=1.ClCCl.[C:17](O[C:17]([O:19][C:20]([CH3:23])([CH3:22])[CH3:21])=[O:18])([O:19][C:20]([CH3:23])([CH3:22])[CH3:21])=[O:18]. (3) The reactants are: C(OP([CH:9]([F:15])[C:10]([O:12][CH2:13][CH3:14])=[O:11])(OCC)=O)C.[Br-].[Mg+2].[Br-].CCN(CC)CC.[Cl:26][C:27]1[C:28]([NH:35][C@@H:36]2[CH2:40][CH2:39][N:38]([C:41]([O:43][C:44]([CH3:47])([CH3:46])[CH3:45])=[O:42])[CH2:37]2)=[N:29][CH:30]=[C:31]([CH:33]=O)[CH:32]=1. Given the product [Cl:26][C:27]1[C:28]([NH:35][C@@H:36]2[CH2:40][CH2:39][N:38]([C:41]([O:43][C:44]([CH3:47])([CH3:46])[CH3:45])=[O:42])[CH2:37]2)=[N:29][CH:30]=[C:31](/[CH:33]=[C:9](\[F:15])/[C:10]([O:12][CH2:13][CH3:14])=[O:11])[CH:32]=1, predict the reactants needed to synthesize it. (4) Given the product [Cl:5][C:6]1[CH:11]=[C:10]([F:12])[CH:9]=[CH:8][C:7]=1[C:15]1[C:24]2[C:19](=[CH:20][C:21]([F:25])=[CH:22][CH:23]=2)[N:18]=[C:17]([N:26]2[CH2:27][CH2:28][N:29]([CH3:32])[CH2:30][CH2:31]2)[N:16]=1, predict the reactants needed to synthesize it. The reactants are: B(O)O.[I-].[Cl:5][C:6]1[CH:11]=[C:10]([F:12])[CH:9]=[CH:8][C:7]=1[Zn+].Cl[C:15]1[C:24]2[C:19](=[CH:20][C:21]([F:25])=[CH:22][CH:23]=2)[N:18]=[C:17]([N:26]2[CH2:31][CH2:30][N:29]([CH3:32])[CH2:28][CH2:27]2)[N:16]=1. (5) Given the product [CH3:21][O:22][C:23]1[CH:32]=[C:31]([N+:33]([O-:35])=[O:34])[CH:30]=[CH:29][C:24]=1[C:25]([NH:27][NH:28][C:6](=[O:8])[CH2:5][NH:4][C:1](=[O:3])[CH3:2])=[O:26], predict the reactants needed to synthesize it. The reactants are: [C:1]([NH:4][CH2:5][C:6]([OH:8])=O)(=[O:3])[CH3:2].C1N=CN(C(N2C=NC=C2)=O)C=1.[CH3:21][O:22][C:23]1[CH:32]=[C:31]([N+:33]([O-:35])=[O:34])[CH:30]=[CH:29][C:24]=1[C:25]([NH:27][NH2:28])=[O:26]. (6) Given the product [Br:27][CH2:14][C:13]1[C:9]([C:6]2[CH:5]=[CH:4][C:3]([O:2][CH3:1])=[CH:8][CH:7]=2)=[N:10][O:11][C:12]=1[C:15]([O:17][CH2:18][CH3:19])=[O:16], predict the reactants needed to synthesize it. The reactants are: [CH3:1][O:2][C:3]1[CH:8]=[CH:7][C:6]([C:9]2[C:13]([CH3:14])=[C:12]([C:15]([O:17][CH2:18][CH3:19])=[O:16])[O:11][N:10]=2)=[CH:5][CH:4]=1.C1C(=O)N([Br:27])C(=O)C1.C(OOC(=O)C1C=CC=CC=1)(=O)C1C=CC=CC=1. (7) The reactants are: [C:1]([C:4]1[CH:5]=[CH:6][C:7](OS(C(F)(F)F)(=O)=O)=[C:8]([CH:13]=1)[C:9]([O:11][CH3:12])=[O:10])(=[O:3])[CH3:2].[Cl-].[Li+].C(=O)([O-])[O-].[Na+].[Na+].[F:30][C:31]([F:42])([F:41])[C:32]1[CH:37]=[CH:36][C:35](B(O)O)=[CH:34][CH:33]=1. Given the product [C:1]([C:4]1[CH:13]=[C:8]([C:9]([O:11][CH3:12])=[O:10])[C:7]([C:35]2[CH:36]=[CH:37][C:32]([C:31]([F:42])([F:41])[F:30])=[CH:33][CH:34]=2)=[CH:6][CH:5]=1)(=[O:3])[CH3:2], predict the reactants needed to synthesize it. (8) Given the product [Br:1][C:2]1[C:3]([CH3:17])=[CH:4][C:5]2[O:10][C:9]([CH3:11])([CH3:12])[C:8](=[O:13])[N:7]([CH3:14])[C:6]=2[CH:16]=1, predict the reactants needed to synthesize it. The reactants are: [Br:1][C:2]1[C:3]([CH3:17])=[CH:4][C:5]2[O:10][C:9]([CH3:12])([CH3:11])[C:8](=[O:13])[N:7]([CH2:14]C)[C:6]=2[CH:16]=1.CI. (9) Given the product [C:32]([O:31][C:29](=[O:30])[CH:28]=[C:2]1[CH2:5][CH:4]([C:6]([OH:8])=[O:7])[CH2:3]1)([CH3:35])([CH3:34])[CH3:33], predict the reactants needed to synthesize it. The reactants are: O=[C:2]1[CH2:5][CH:4]([C:6]([OH:8])=[O:7])[CH2:3]1.C1(P(=[CH:28][C:29]([O:31][C:32]([CH3:35])([CH3:34])[CH3:33])=[O:30])(C2C=CC=CC=2)C2C=CC=CC=2)C=CC=CC=1.